Dataset: Forward reaction prediction with 1.9M reactions from USPTO patents (1976-2016). Task: Predict the product of the given reaction. (1) Given the reactants [F:1][C:2]1[CH:3]=[CH:4][C:5]2[N:10]([CH2:11][CH2:12][CH2:13][NH:14][C:15]3[CH:20]=[CH:19][C:18]([CH2:21][CH:22]([O:27][CH2:28][CH3:29])[C:23]([O:25]C)=[O:24])=[CH:17][CH:16]=3)[CH2:9][CH2:8][O:7][C:6]=2[CH:30]=1.O.[OH-].[Li+], predict the reaction product. The product is: [F:1][C:2]1[CH:3]=[CH:4][C:5]2[N:10]([CH2:11][CH2:12][CH2:13][NH:14][C:15]3[CH:20]=[CH:19][C:18]([CH2:21][CH:22]([O:27][CH2:28][CH3:29])[C:23]([OH:25])=[O:24])=[CH:17][CH:16]=3)[CH2:9][CH2:8][O:7][C:6]=2[CH:30]=1. (2) Given the reactants [CH3:1][N:2]1[C:10]2[C:5](=[CH:6][C:7]([CH:11]3[C:16](=O)[NH:15][CH2:14][CH2:13][N:12]3[C:18]([O:20][C:21]([CH3:24])([CH3:23])[CH3:22])=[O:19])=[CH:8][CH:9]=2)[CH:4]=[N:3]1.B, predict the reaction product. The product is: [CH3:1][N:2]1[C:10]2[C:5](=[CH:6][C:7]([CH:11]3[CH2:16][NH:15][CH2:14][CH2:13][N:12]3[C:18]([O:20][C:21]([CH3:24])([CH3:23])[CH3:22])=[O:19])=[CH:8][CH:9]=2)[CH:4]=[N:3]1. (3) Given the reactants [CH2:1]([N:5]([S:32]([C:35]1[CH:40]=[CH:39][C:38]([CH3:41])=[CH:37][CH:36]=1)(=[O:34])=[O:33])[C@H:6]([C:29]([OH:31])=[O:30])[CH2:7][CH2:8][CH2:9][CH2:10][NH:11][C:12](OCC1C2C=CC=CC=2C2C1=CC=CC=2)=[O:13])[CH:2]([CH3:4])[CH3:3].[C:42]([NH:48][C@H:49](C(O)=O)[CH2:50][C:51]1[CH:56]=[CH:55][CH:54]=[CH:53][CH:52]=1)(=[O:47])[C:43]([CH3:46])([CH3:45])[CH3:44], predict the reaction product. The product is: [CH2:1]([N:5]([S:32]([C:35]1[CH:40]=[CH:39][C:38]([CH3:41])=[CH:37][CH:36]=1)(=[O:34])=[O:33])[C@H:6]([C:29]([OH:31])=[O:30])[CH2:7][CH2:8][CH2:9][CH2:10][NH:11][C:12](=[O:13])[C@H:49]([CH2:50][C:51]1[CH:52]=[CH:53][CH:54]=[CH:55][CH:56]=1)[NH:48][C:42](=[O:47])[C:43]([CH3:46])([CH3:45])[CH3:44])[CH:2]([CH3:4])[CH3:3].